Dataset: Forward reaction prediction with 1.9M reactions from USPTO patents (1976-2016). Task: Predict the product of the given reaction. (1) Given the reactants [F:1][C:2]1[CH:3]=[C:4]([C:8]2[NH:9][C:10]([CH2:19]O)=[C:11]([C:13]3[CH:14]=[N:15][CH:16]=[CH:17][CH:18]=3)[N:12]=2)[CH:5]=[CH:6][CH:7]=1.S(Cl)([Cl:23])=O, predict the reaction product. The product is: [ClH:23].[ClH:23].[F:1][C:2]1[CH:3]=[C:4]([C:8]2[NH:9][C:10]([CH2:19][Cl:23])=[C:11]([C:13]3[CH:14]=[N:15][CH:16]=[CH:17][CH:18]=3)[N:12]=2)[CH:5]=[CH:6][CH:7]=1. (2) Given the reactants [CH2:1]([O:8][C:9]([N:11]1[CH2:15][C@H:14]([O:16][Si:17]([C:20]([CH3:23])([CH3:22])[CH3:21])([CH3:19])[CH3:18])[CH2:13][C@@H:12]1[CH2:24][OH:25])=[O:10])[C:2]1[CH:7]=[CH:6][CH:5]=[CH:4][CH:3]=1.CC(OI1(OC(C)=O)(OC(C)=O)OC(=O)C2C=CC=CC1=2)=O, predict the reaction product. The product is: [CH2:1]([O:8][C:9]([N:11]1[CH2:15][C@H:14]([O:16][Si:17]([C:20]([CH3:21])([CH3:22])[CH3:23])([CH3:19])[CH3:18])[CH2:13][C@@H:12]1[CH:24]=[O:25])=[O:10])[C:2]1[CH:7]=[CH:6][CH:5]=[CH:4][CH:3]=1.